This data is from Peptide-MHC class II binding affinity with 134,281 pairs from IEDB. The task is: Regression. Given a peptide amino acid sequence and an MHC pseudo amino acid sequence, predict their binding affinity value. This is MHC class II binding data. (1) The MHC is DRB1_1301 with pseudo-sequence DRB1_1301. The binding affinity (normalized) is 0.601. The peptide sequence is MEADVILPIGTRSVE. (2) The peptide sequence is VTVDAAVLAAIDADA. The MHC is DRB1_1501 with pseudo-sequence DRB1_1501. The binding affinity (normalized) is 0.320. (3) The peptide sequence is EKHYFAATQFEPLAA. The MHC is HLA-DQA10501-DQB10201 with pseudo-sequence HLA-DQA10501-DQB10201. The binding affinity (normalized) is 0.481.